Dataset: Reaction yield outcomes from USPTO patents with 853,638 reactions. Task: Predict the reaction yield, written as a fraction of the theoretical maximum amount of product (1.0 means a 100% yield; for example, 0.34 means a 34% yield). (1) The reactants are Cl[CH2:2][C:3]1[CH:8]=[C:7]([C:9]([O:11][CH3:12])=[O:10])[CH:6]=[CH:5][C:4]=1[C:13]1[CH:18]=[C:17]([O:19][CH3:20])[CH:16]=[CH:15][C:14]=1[F:21].[CH3:22][CH:23]1[CH2:28][CH2:27][CH2:26][CH:25]([CH3:29])[NH:24]1.C(=O)([O-])[O-].[Cs+].[Cs+]. The catalyst is CS(C)=O. The product is [CH3:22][CH:23]1[CH2:28][CH2:27][CH2:26][CH:25]([CH3:29])[N:24]1[CH2:2][C:3]1[CH:8]=[C:7]([C:9]([O:11][CH3:12])=[O:10])[CH:6]=[CH:5][C:4]=1[C:13]1[CH:18]=[C:17]([O:19][CH3:20])[CH:16]=[CH:15][C:14]=1[F:21]. The yield is 0.300. (2) The catalyst is CO.[Pd]. The reactants are [F:1][C:2]([F:35])([F:34])[C:3]1[CH:4]=[C:5]([CH:31]=[CH:32][CH:33]=1)[CH2:6][NH:7][C:8](=[O:30])[C:9]1[CH:14]=[CH:13][N:12]=[C:11]([C:15]2[CH:20]=[C:19]([N:21]3[CH2:26][CH2:25][O:24][CH2:23][CH2:22]3)[CH:18]=[CH:17][C:16]=2[N+:27]([O-])=O)[CH:10]=1. The product is [F:34][C:2]([F:1])([F:35])[C:3]1[CH:4]=[C:5]([CH:31]=[CH:32][CH:33]=1)[CH2:6][NH:7][C:8](=[O:30])[C:9]1[CH:14]=[CH:13][N:12]=[C:11]([C:15]2[CH:20]=[C:19]([N:21]3[CH2:22][CH2:23][O:24][CH2:25][CH2:26]3)[CH:18]=[CH:17][C:16]=2[NH2:27])[CH:10]=1. The yield is 0.530. (3) The reactants are [N:1]1[CH:6]=[CH:5][CH:4]=[C:3]([CH2:7][C:8]([NH:19]C(=O)C)(C(OCC)=O)[C:9]([O:11][CH2:12]C)=[O:10])[CH:2]=1.[ClH:23]. No catalyst specified. The product is [ClH:23].[ClH:23].[CH3:12][O:11][C:9](=[O:10])[C@H:8]([CH2:7][C:3]1[CH:2]=[N:1][CH:6]=[CH:5][CH:4]=1)[NH2:19]. The yield is 1.00. (4) The product is [CH2:1]([O:7][C:8]1[C:9](=[O:26])[O:10][C:11]2[CH:18]=[CH:17][CH:16]=[C:15]([O:19][CH2:20][C:21]([OH:23])=[O:22])[C:12]=2[C:13]=1[OH:14])[CH2:2][CH2:3][CH2:4][CH2:5][CH3:6]. The catalyst is C(O)C. The yield is 0.740. The reactants are [CH2:1]([O:7][C:8]1[C:9](=[O:26])[O:10][C:11]2[CH:18]=[CH:17][CH:16]=[C:15]([O:19][CH2:20][C:21]([O:23]CC)=[O:22])[C:12]=2[C:13]=1[OH:14])[CH2:2][CH2:3][CH2:4][CH2:5][CH3:6].[OH-].[Na+].Cl. (5) The product is [Cl:21][C:22]1[CH:27]=[CH:26][C:25]([S:28]([NH:5][CH:4]([CH2:6][OH:7])[CH:3]([C:8]([F:10])([F:9])[F:11])[C:2]([F:12])([F:13])[F:1])(=[O:30])=[O:29])=[CH:24][C:23]=1[N+:32]([O-:34])=[O:33]. The reactants are [F:1][C:2]([F:13])([F:12])[CH:3]([C:8]([F:11])([F:10])[F:9])[CH:4]([CH2:6][OH:7])[NH2:5].C(N(CC)CC)C.[Cl:21][C:22]1[CH:27]=[CH:26][C:25]([S:28](Cl)(=[O:30])=[O:29])=[CH:24][C:23]=1[N+:32]([O-:34])=[O:33]. The yield is 0.130. The catalyst is C(Cl)Cl. (6) The reactants are [NH:1]1[C:9]2[C:4](=[CH:5][CH:6]=[CH:7][CH:8]=2)[C:3]2([CH2:13][O:12][C:11]3[CH:14]=[C:15]4[C:19](=[CH:20][C:10]2=3)[CH2:18][CH2:17][O:16]4)[C:2]1=[O:21].C(=O)([O-])[O-].[Cs+].[Cs+].Br[CH2:29][C:30]1[CH:35]=[CH:34][CH:33]=[C:32]([C:36]#[N:37])[CH:31]=1. The catalyst is CC(=O)CC. The product is [O:21]=[C:2]1[C:3]2([CH2:13][O:12][C:11]3[CH:14]=[C:15]4[C:19](=[CH:20][C:10]2=3)[CH2:18][CH2:17][O:16]4)[C:4]2[C:9](=[CH:8][CH:7]=[CH:6][CH:5]=2)[N:1]1[CH2:29][C:30]1[CH:31]=[C:32]([CH:33]=[CH:34][CH:35]=1)[C:36]#[N:37]. The yield is 0.920. (7) The reactants are [F:1][C:2]([F:33])([CH2:29][CH2:30][CH2:31][CH3:32])[CH:3]([OH:28])[CH2:4][CH2:5][C@H:6]1[C@H:10]([O:11][CH:12]2[CH2:17][CH2:16][CH2:15][CH2:14][O:13]2)[CH2:9][C@H:8]([OH:18])[C@@H:7]1[CH2:19][CH2:20][CH2:21][CH2:22][CH2:23][CH2:24][C:25]([OH:27])=[O:26].C(N(C(C)C)CC)(C)C.[CH2:43](Br)[C:44]1[CH:49]=[CH:48][CH:47]=[CH:46][CH:45]=1. The catalyst is C(#N)C. The product is [F:33][C:2]([F:1])([CH2:29][CH2:30][CH2:31][CH3:32])[CH:3]([OH:28])[CH2:4][CH2:5][C@H:6]1[C@H:10]([O:11][CH:12]2[CH2:17][CH2:16][CH2:15][CH2:14][O:13]2)[CH2:9][C@H:8]([OH:18])[C@@H:7]1[CH2:19][CH2:20][CH2:21][CH2:22][CH2:23][CH2:24][C:25]([O:27][CH2:43][C:44]1[CH:49]=[CH:48][CH:47]=[CH:46][CH:45]=1)=[O:26]. The yield is 0.991. (8) The reactants are C1(P(=O)(C2C=CC=CC=2)C2C=CC=CC=2)C=CC=CC=1.FC(F)(F)S(OS(C(F)(F)F)(=O)=O)(=O)=O.C([S:43][CH:44]([CH2:69][N:70]1[CH2:75][CH2:74][S:73][CH2:72][CH2:71]1)[CH2:45][NH:46][C:47]([C:49]1[NH:50][C:51]2[C:56]([CH:57]=1)=[CH:55][CH:54]=[CH:53][C:52]=2[N:58]([CH3:68])[S:59]([C:62]1[CH:67]=[CH:66][CH:65]=[CH:64][N:63]=1)(=[O:61])=[O:60])=O)C1C=CC=CC=1. The catalyst is ClCCl.C(OCC)(=O)C. The product is [CH3:68][N:58]([C:52]1[CH:53]=[CH:54][CH:55]=[C:56]2[C:51]=1[NH:50][C:49]([C:47]1[S:43][CH:44]([CH2:69][N:70]3[CH2:71][CH2:72][S:73][CH2:74][CH2:75]3)[CH2:45][N:46]=1)=[CH:57]2)[S:59]([C:62]1[CH:67]=[CH:66][CH:65]=[CH:64][N:63]=1)(=[O:60])=[O:61]. The yield is 0.0500. (9) The reactants are [Cl:1][C:2]1[C:11]2[C:6](=[CH:7][CH:8]=[CH:9][CH:10]=2)[C:5]([OH:12])=[C:4]([C:13]([OH:15])=O)[CH:3]=1.Cl.[C:17]([O:21][C:22](=[O:27])[C:23]([NH2:26])([CH3:25])[CH3:24])([CH3:20])([CH3:19])[CH3:18].CN(C(ON1N=NC2C=CC=NC1=2)=[N+](C)C)C.F[P-](F)(F)(F)(F)F.CCN(C(C)C)C(C)C. The catalyst is CN(C)C=O.O. The product is [C:17]([O:21][C:22](=[O:27])[C:23]([NH:26][C:13]([C:4]1[CH:3]=[C:2]([Cl:1])[C:11]2[C:6](=[CH:7][CH:8]=[CH:9][CH:10]=2)[C:5]=1[OH:12])=[O:15])([CH3:25])[CH3:24])([CH3:20])([CH3:18])[CH3:19]. The yield is 0.280.